Task: Predict hERG channel inhibition at various concentrations.. Dataset: hERG Central: cardiac toxicity at 1µM, 10µM, and general inhibition (1) The molecule is CCOC(=O)N1CCN(C(=O)CSc2nc3c([nH]c4ccccc43)c(=O)n2CCOC)CC1. Results: hERG_inhib (hERG inhibition (general)): blocker. (2) The compound is COc1ccccc1-c1nnc(C2CCN(S(=O)(=O)c3ccc([N+](=O)[O-])cc3)CC2)o1. Results: hERG_inhib (hERG inhibition (general)): blocker. (3) The compound is CCn1nc(C)c(CN2CCC(C(=O)Nc3cccc(-c4cccc(Cl)c4)c3)CC2)c1C. Results: hERG_inhib (hERG inhibition (general)): blocker. (4) The drug is Cc1ccc2oc(C(=O)N3CCN(Cc4ncccc4C)CC3)c(C)c2c1. Results: hERG_inhib (hERG inhibition (general)): blocker. (5) The drug is Cc1ccc(CSCc2nnc(SCC(=O)N3CCN(c4ccccc4)CC3)n2C)cc1. Results: hERG_inhib (hERG inhibition (general)): blocker. (6) The drug is COC(=O)c1[nH]c2ccc(C)cc2c1NC(=O)CCN1CCN(Cc2ccc3c(c2)OCO3)CC1. Results: hERG_inhib (hERG inhibition (general)): blocker. (7) The drug is CCN1CCN(c2ccc(S(=O)(=O)N3CCCCC3)cc2NC(=O)c2cc3ccccc3o2)CC1. Results: hERG_inhib (hERG inhibition (general)): blocker.